Dataset: Peptide-MHC class I binding affinity with 185,985 pairs from IEDB/IMGT. Task: Regression. Given a peptide amino acid sequence and an MHC pseudo amino acid sequence, predict their binding affinity value. This is MHC class I binding data. (1) The peptide sequence is KPKHLYVSM. The MHC is HLA-B39:01 with pseudo-sequence HLA-B39:01. The binding affinity (normalized) is 0.0847. (2) The peptide sequence is WLAGFEPSE. The MHC is HLA-B57:01 with pseudo-sequence HLA-B57:01. The binding affinity (normalized) is 0.0847. (3) The peptide sequence is TLGFGAYMSK. The MHC is HLA-A03:01 with pseudo-sequence HLA-A03:01. The binding affinity (normalized) is 0.554. (4) The binding affinity (normalized) is 0.0847. The peptide sequence is AFYWHFIFR. The MHC is HLA-A24:03 with pseudo-sequence HLA-A24:03. (5) The peptide sequence is WVNCSSMTFL. The MHC is HLA-A01:01 with pseudo-sequence HLA-A01:01. The binding affinity (normalized) is 0.320. (6) The peptide sequence is RKCCRAKFKQLLQH. The MHC is HLA-A29:02 with pseudo-sequence HLA-A29:02. The binding affinity (normalized) is 0. (7) The peptide sequence is GMFTTNIWMK. The MHC is HLA-A03:01 with pseudo-sequence HLA-A03:01. The binding affinity (normalized) is 0.752. (8) The peptide sequence is WPISAILWF. The MHC is HLA-B27:05 with pseudo-sequence HLA-B27:05. The binding affinity (normalized) is 0.0847. (9) The peptide sequence is MIYELCTFR. The MHC is HLA-A03:01 with pseudo-sequence HLA-A03:01. The binding affinity (normalized) is 0.377. (10) The peptide sequence is LYMAISPKF. The MHC is Patr-A0901 with pseudo-sequence Patr-A0901. The binding affinity (normalized) is 0.197.